Dataset: Catalyst prediction with 721,799 reactions and 888 catalyst types from USPTO. Task: Predict which catalyst facilitates the given reaction. Reactant: [CH3:1][C@H:2]1[C@@H:6]([C:7]2[CH:12]=[CH:11][CH:10]=[CH:9][CH:8]=2)OC(=O)[NH:3]1.O1CCNC1=O. Product: [NH2:3][CH:2]([CH2:6][C:7]1[CH:12]=[CH:11][CH:10]=[CH:9][CH:8]=1)[CH3:1]. The catalyst class is: 45.